This data is from Reaction yield outcomes from USPTO patents with 853,638 reactions. The task is: Predict the reaction yield, written as a fraction of the theoretical maximum amount of product (1.0 means a 100% yield; for example, 0.34 means a 34% yield). (1) The reactants are Br[C:2]1[CH:3]=[C:4]2[C:9](=[CH:10][CH:11]=1)[N:8]=[CH:7][C:6]([C:12](=[O:16])[CH:13]([CH3:15])[CH3:14])=[C:5]2[NH:17][C:18]1[CH:23]=[CH:22][C:21]([CH2:24][N:25]([CH3:27])[CH3:26])=[CH:20][CH:19]=1.[Cl:28][C:29]1[CH:34]=[C:33](B2OC(C)(C)C(C)(C)O2)[CH:32]=[C:31]([Cl:44])[C:30]=1[OH:45]. No catalyst specified. The product is [Cl:28][C:29]1[CH:34]=[C:33]([C:2]2[CH:3]=[C:4]3[C:9](=[CH:10][CH:11]=2)[N:8]=[CH:7][C:6]([C:12](=[O:16])[CH:13]([CH3:15])[CH3:14])=[C:5]3[NH:17][C:18]2[CH:23]=[CH:22][C:21]([CH2:24][N:25]([CH3:27])[CH3:26])=[CH:20][CH:19]=2)[CH:32]=[C:31]([Cl:44])[C:30]=1[OH:45]. The yield is 0.610. (2) The reactants are [CH:1]([C:4]1[CH:5]=[CH:6][C:7]2[O:11][C:10]([S:12](Cl)(=[O:14])=[O:13])=[C:9]([CH3:16])[C:8]=2[CH:17]=1)([CH3:3])[CH3:2].[NH2:18][C:19]1[CH:20]=[C:21]([C:25]2[NH:29][N:28]=[N:27][N:26]=2)[CH:22]=[CH:23][CH:24]=1. No catalyst specified. The product is [CH:1]([C:4]1[CH:5]=[CH:6][C:7]2[O:11][C:10]([S:12]([NH:18][C:19]3[CH:24]=[CH:23][CH:22]=[C:21]([C:25]4[NH:29][N:28]=[N:27][N:26]=4)[CH:20]=3)(=[O:14])=[O:13])=[C:9]([CH3:16])[C:8]=2[CH:17]=1)([CH3:3])[CH3:2]. The yield is 0.210. (3) The reactants are [NH2:1][C:2]1[N:7]=[C:6]([Cl:8])[C:5]([NH2:9])=[C:4](Cl)[N:3]=1.[NH2:11][C@H:12]1[CH2:17][CH2:16][C@H:15]([OH:18])[CH2:14][CH2:13]1.C(=O)(O)[O-].[Na+]. The product is [NH2:1][C:2]1[N:3]=[C:4]([NH:11][C@H:12]2[CH2:17][CH2:16][C@H:15]([OH:18])[CH2:14][CH2:13]2)[C:5]([NH2:9])=[C:6]([Cl:8])[N:7]=1. The yield is 0.660. The catalyst is C(O)CCC.